From a dataset of Peptide-MHC class I binding affinity with 185,985 pairs from IEDB/IMGT. Regression. Given a peptide amino acid sequence and an MHC pseudo amino acid sequence, predict their binding affinity value. This is MHC class I binding data. (1) The peptide sequence is IYTDEVYDY. The MHC is HLA-A23:01 with pseudo-sequence HLA-A23:01. The binding affinity (normalized) is 0.376. (2) The peptide sequence is SATLRKYCI. The binding affinity (normalized) is 0.132. The MHC is H-2-Kb with pseudo-sequence H-2-Kb.